This data is from CYP3A4 inhibition data for predicting drug metabolism from PubChem BioAssay. The task is: Regression/Classification. Given a drug SMILES string, predict its absorption, distribution, metabolism, or excretion properties. Task type varies by dataset: regression for continuous measurements (e.g., permeability, clearance, half-life) or binary classification for categorical outcomes (e.g., BBB penetration, CYP inhibition). Dataset: cyp3a4_veith. (1) The molecule is COC(=O)C1(Cc2ccccc2)C=C2C(=C(c3ccccc3)C(=O)C2C)CN1. The result is 1 (inhibitor). (2) The drug is COc1ccc(NC(=O)c2c(C(F)(F)F)nn(C)c2SCc2ccccc2)cc1. The result is 1 (inhibitor).